Dataset: Full USPTO retrosynthesis dataset with 1.9M reactions from patents (1976-2016). Task: Predict the reactants needed to synthesize the given product. (1) Given the product [C:1]([NH:4][CH2:5][CH2:6][NH:7][C:8]([C:10]1[S:11][C:12]([C:15]2[N:20]=[C:19]([NH:21][C:22]3[CH:26]=[C:25]([CH:27]4[CH2:28][CH2:29]4)[NH:24][N:23]=3)[C:18]([C:33]#[CH:34])=[CH:17][N:16]=2)=[CH:13][CH:14]=1)=[O:9])(=[O:3])[CH3:2], predict the reactants needed to synthesize it. The reactants are: [C:1]([NH:4][CH2:5][CH2:6][NH:7][C:8]([C:10]1[S:11][C:12]([C:15]2[N:20]=[C:19]([NH:21][C:22]3[CH:26]=[C:25]([CH:27]4[CH2:29][CH2:28]4)[N:24](C(=O)C)[N:23]=3)[C:18]([C:33]#[C:34][Si](C)(C)C)=[CH:17][N:16]=2)=[CH:13][CH:14]=1)=[O:9])(=[O:3])[CH3:2].C([O-])([O-])=O.[K+].[K+]. (2) Given the product [OH:1][CH:2]([CH2:6][CH2:7][CH2:8][CH2:9][CH2:10][CH2:11][CH2:12][CH2:13][CH2:14][CH2:15][CH2:16][CH2:17][CH2:18][OH:19])[C:3]([O:5][CH2:20][CH2:21][OH:22])=[O:4], predict the reactants needed to synthesize it. The reactants are: [OH:1][CH:2]([CH2:6][CH2:7][CH2:8][CH2:9][CH2:10][CH2:11][CH2:12][CH2:13][CH2:14][CH2:15][CH2:16][CH2:17][CH2:18][OH:19])[C:3]([OH:5])=[O:4].[CH2:20](O)[CH2:21][OH:22].C1(C)C=CC(S(O)(=O)=O)=CC=1. (3) Given the product [CH:41]1([P:47]([CH:55]2[CH2:60][CH2:59][CH2:58][CH2:57][CH2:56]2)([C:48]2[CH:53]=[CH:52][CH:51]=[C:50]3[C:49]=2[C@@:16]2([C:17]4[C:13](=[CH:12][CH:11]=[CH:10][C:9]=4[P:8]([C:34]4[CH:35]=[CH:36][C:37]([F:40])=[CH:38][CH:39]=4)[C:5]4[CH:6]=[CH:7][C:2]([F:1])=[CH:3][CH:4]=4)[CH2:14][CH2:15]2)[CH2:18][CH2:19]3)=[O:54])[CH2:42][CH2:43][CH2:44][CH2:45][CH2:46]1, predict the reactants needed to synthesize it. The reactants are: [F:1][C:2]1[CH:7]=[CH:6][C:5]([P:8]([C:34]2[CH:39]=[CH:38][C:37]([F:40])=[CH:36][CH:35]=2)[C:9]2[CH:10]=[CH:11][CH:12]=[C:13]3[C:17]=2[C@@:16]2(C4C(=CC=CC=4OS(C(F)(F)F)(=O)=O)[CH2:19][CH2:18]2)[CH2:15][CH2:14]3)=[CH:4][CH:3]=1.[CH:41]1([PH:47](=[O:54])[CH:48]2[CH2:53][CH2:52][CH2:51][CH2:50][CH2:49]2)[CH2:46][CH2:45][CH2:44][CH2:43][CH2:42]1.[C:55]1(P([C:55]2[CH:60]=[CH:59][CH:58]=[CH:57][CH:56]=2)CCCCP([C:55]2[CH:60]=[CH:59][CH:58]=[CH:57][CH:56]=2)[C:55]2[CH:60]=[CH:59][CH:58]=[CH:57][CH:56]=2)[CH:60]=[CH:59][CH:58]=[CH:57][CH:56]=1.CS(C)=O.